The task is: Predict the reaction yield, written as a fraction of the theoretical maximum amount of product (1.0 means a 100% yield; for example, 0.34 means a 34% yield).. This data is from Reaction yield outcomes from USPTO patents with 853,638 reactions. (1) The yield is 0.760. The product is [F:1][C:2]1[CH:3]=[C:4]([C:9]2[C:10](=[O:23])[N:11]([CH3:22])[C:12]([NH:15][C:16]3[CH:21]=[CH:20][CH:19]=[CH:18][CH:17]=3)=[N:13][CH:14]=2)[CH:5]=[CH:6][C:7]=1[O:8][C:25]1[CH:30]=[CH:29][N:28]=[C:27]2[N:31]([CH2:35][C:36]3[CH:41]=[CH:40][C:39]([O:42][CH3:43])=[CH:38][CH:37]=3)[N:32]=[C:33]([I:34])[C:26]=12. The catalyst is CN(C1C=CN=CC=1)C.BrC1C=CC=CC=1. The reactants are [F:1][C:2]1[CH:3]=[C:4]([C:9]2[C:10](=[O:23])[N:11]([CH3:22])[C:12]([NH:15][C:16]3[CH:21]=[CH:20][CH:19]=[CH:18][CH:17]=3)=[N:13][CH:14]=2)[CH:5]=[CH:6][C:7]=1[OH:8].Cl[C:25]1[CH:30]=[CH:29][N:28]=[C:27]2[N:31]([CH2:35][C:36]3[CH:41]=[CH:40][C:39]([O:42][CH3:43])=[CH:38][CH:37]=3)[N:32]=[C:33]([I:34])[C:26]=12. (2) The reactants are [N+:1]([CH2:4][CH:5]([C:7]1[CH:12]=[CH:11][CH:10]=[CH:9][CH:8]=1)[CH3:6])([O-])=O.CO. The catalyst is [Pd]. The product is [NH2:1][CH2:4][CH:5]([C:7]1[CH:12]=[CH:11][CH:10]=[CH:9][CH:8]=1)[CH3:6]. The yield is 0.960. (3) The reactants are [Cl:1][C:2]1[CH:3]=[C:4]([NH:9][C:10](=[O:38])[CH2:11][C:12]2[CH:17]=[CH:16][C:15]([C:18]3[CH:19]=[N:20][C:21]([O:27]CC4C=CC(OC)=CC=4)=[C:22]([O:24][CH2:25][CH3:26])[CH:23]=3)=[CH:14][C:13]=2[F:37])[CH:5]=[CH:6][C:7]=1[Cl:8].Cl. No catalyst specified. The product is [Cl:1][C:2]1[CH:3]=[C:4]([NH:9][C:10](=[O:38])[CH2:11][C:12]2[CH:17]=[CH:16][C:15]([C:18]3[CH:23]=[C:22]([O:24][CH2:25][CH3:26])[C:21](=[O:27])[NH:20][CH:19]=3)=[CH:14][C:13]=2[F:37])[CH:5]=[CH:6][C:7]=1[Cl:8]. The yield is 0.313.